From a dataset of Reaction yield outcomes from USPTO patents with 853,638 reactions. Predict the reaction yield, written as a fraction of the theoretical maximum amount of product (1.0 means a 100% yield; for example, 0.34 means a 34% yield). (1) The reactants are [C:1]([C:4]1[C:22](=[O:23])[C@@:8]2([CH3:24])[C:9]3[C:15]([OH:16])=[CH:14][C:13]([O:17][CH3:18])=[C:12]([C:19]([NH2:21])=[O:20])[C:10]=3[O:11][C:7]2=[CH:6][C:5]=1[OH:25])(=[O:3])[CH3:2].[CH2:26]([O:30][C:31]1[C:38]([CH3:39])=[C:37]([CH3:40])[C:34]([CH:35]=O)=[C:33]([CH3:41])[C:32]=1[CH3:42])[C:27]#[C:28][CH3:29].C([SiH](CC)CC)C.FC(F)(F)C(O)=O. The catalyst is C(#N)C. The product is [C:1]([C:4]1[C:22](=[O:23])[C@@:8]2([CH3:24])[C:9]3[C:15]([OH:16])=[CH:14][C:13]([O:17][CH3:18])=[C:12]([C:19]([NH:21][CH2:35][C:34]4[C:37]([CH3:40])=[C:38]([CH3:39])[C:31]([O:30][CH2:26][C:27]#[C:28][CH3:29])=[C:32]([CH3:42])[C:33]=4[CH3:41])=[O:20])[C:10]=3[O:11][C:7]2=[CH:6][C:5]=1[OH:25])(=[O:3])[CH3:2]. The yield is 0.670. (2) The reactants are [CH3:1][C:2]1[CH:3]=[C:4]([C:19]2[S:23][C:22]([C:24]3([C:30]#[N:31])[CH2:29][CH2:28][CH2:27][CH2:26][CH2:25]3)=[N:21][CH:20]=2)[CH:5]=[C:6]([NH:8][C:9]2[N:14]=[C:13]([C:15]([F:18])([F:17])[F:16])[CH:12]=[CH:11][N:10]=2)[CH:7]=1.[OH-:32].[Na+].Cl. No catalyst specified. The product is [CH3:1][C:2]1[CH:3]=[C:4]([C:19]2[S:23][C:22]([C:24]3([C:30]([NH2:31])=[O:32])[CH2:25][CH2:26][CH2:27][CH2:28][CH2:29]3)=[N:21][CH:20]=2)[CH:5]=[C:6]([NH:8][C:9]2[N:14]=[C:13]([C:15]([F:18])([F:17])[F:16])[CH:12]=[CH:11][N:10]=2)[CH:7]=1. The yield is 0.0850. (3) The reactants are [NH2:1][C:2]1[CH:3]=[C:4]([C:8]2[C:16]3[C:11](=[CH:12][CH:13]=[C:14](C#N)[CH:15]=3)[N:10](C3CCCCO3)[N:9]=2)[CH:5]=[CH:6][CH:7]=1.[N:25]1[CH:30]=[CH:29][CH:28]=[C:27]([C:31](Cl)=[O:32])[CH:26]=1.[CH3:34][OH:35]. The catalyst is O1CCCC1.CN(C)C=O.ClCCl. The product is [C:26]([CH:27]1[CH2:31][O:32][CH:30]([N:10]2[C:11]3[C:16](=[CH:15][CH:14]=[CH:13][CH:12]=3)[C:8]([C:4]3[CH:3]=[C:2]([NH:1][C:34](=[O:35])[CH2:3][CH:4]([CH3:8])[CH3:5])[CH:7]=[CH:6][CH:5]=3)=[N:9]2)[CH2:29][CH2:28]1)#[N:25]. The yield is 0.470. (4) The reactants are [Cl:1][C:2]1[N:7]=[C:6](Cl)[C:5]([CH:9]=O)=[C:4]([NH:11][C:12]2[CH:16]=[C:15]([CH3:17])[NH:14][N:13]=2)[N:3]=1.CCN(C(C)C)C(C)C.[NH:27]([CH2:29][CH2:30][OH:31])[NH2:28]. The catalyst is O1CCOCC1. The product is [Cl:1][C:2]1[N:7]=[C:6]2[N:27]([CH2:29][CH2:30][OH:31])[N:28]=[CH:9][C:5]2=[C:4]([NH:11][C:12]2[CH:16]=[C:15]([CH3:17])[NH:14][N:13]=2)[N:3]=1. The yield is 0.170. (5) The reactants are [F:1][C:2]1[CH:3]=[C:4]([CH:7]=[C:8]([F:10])[CH:9]=1)[C:5]#[N:6].C([Li])CCC.[C:16](=[O:18])=[O:17]. The catalyst is C1COCC1. The product is [C:5]([C:4]1[CH:3]=[C:2]([F:1])[C:9]([C:16]([OH:18])=[O:17])=[C:8]([F:10])[CH:7]=1)#[N:6]. The yield is 0.556.